This data is from Forward reaction prediction with 1.9M reactions from USPTO patents (1976-2016). The task is: Predict the product of the given reaction. (1) Given the reactants C(C(C([O:10][C:11]([C:14]([O:17][C:18]([C:21]([O:24][C:25]([C:31]([O:34]C(C(C(F)(F)F)(F)F)=O)(F)[F:32])([C:27]([F:30])([F:29])[F:28])[F:26])([F:23])[F:22])([F:20])[F:19])([F:16])[F:15])(F)[F:12])=O)(F)F)(F)(F)F.[F-].[K+], predict the reaction product. The product is: [F:12][C:11]([C:14]([O:17][C:18]([C:21]([O:24][C:25]([C:31]([F:32])=[O:34])([C:27]([F:28])([F:29])[F:30])[F:26])([F:22])[F:23])([F:20])[F:19])([F:16])[F:15])=[O:10]. (2) Given the reactants [F:1][C:2]([F:9])([F:8])[C:3]([O:5]CC)=O.[NH2:10][CH2:11][CH:12]1[CH2:17][CH2:16][CH2:15][NH:14][CH2:13]1, predict the reaction product. The product is: [F:9][C:2]([F:1])([F:8])[C:3]([NH:10][CH2:11][CH:12]1[CH2:17][CH2:16][CH2:15][NH:14][CH2:13]1)=[O:5]. (3) The product is: [C:46]([OH:53])(=[O:52])/[CH:47]=[CH:48]/[C:49]([OH:51])=[O:50].[F:5][C:6]1[CH:11]=[CH:10][CH:9]=[C:8]([F:12])[C:7]=1[N:13]1[C:18]2[N:19]=[C:20]([NH:38][CH2:39][C:40]3[NH:44][CH:43]=[CH:42][N:41]=3)[N:21]=[C:22]([C:23]3[CH:24]=[C:25]([CH:34]=[CH:35][C:36]=3[CH3:37])[C:26]([NH:28][C:29]3[S:30][CH:31]=[CH:32][N:33]=3)=[O:27])[C:17]=2[CH:16]=[CH:15][C:14]1=[O:45]. Given the reactants C(O)(C)C.[F:5][C:6]1[CH:11]=[CH:10][CH:9]=[C:8]([F:12])[C:7]=1[N:13]1[C:18]2[N:19]=[C:20]([NH:38][CH2:39][C:40]3[NH:41][CH:42]=[CH:43][N:44]=3)[N:21]=[C:22]([C:23]3[CH:24]=[C:25]([CH:34]=[CH:35][C:36]=3[CH3:37])[C:26]([NH:28][C:29]3[S:30][CH:31]=[CH:32][N:33]=3)=[O:27])[C:17]=2[CH:16]=[CH:15][C:14]1=[O:45].[C:46]([OH:53])(=[O:52])/[CH:47]=[CH:48]/[C:49]([OH:51])=[O:50], predict the reaction product. (4) Given the reactants [CH3:1][C:2]1([CH3:35])[O:6][C@@H:5]([CH2:7][O:8][C:9]2[N:14]=[C:13]([N:15]3[CH2:20][CH2:19][CH:18]([C:21]4[C:29]5[C:24](=[N:25][CH:26]=[CH:27][CH:28]=5)[NH:23][CH:22]=4)[CH2:17][CH2:16]3)[N:12]=[C:11](C(C#N)C#N)[N:10]=2)[CH2:4][CH2:3]1.[NH2:36][C@H:37]([CH3:40])[CH2:38][OH:39].C1C=C(Cl)C=C([C:48](OO)=[O:49])C=1, predict the reaction product. The product is: [CH3:1][C:2]1([CH3:35])[O:6][C@@H:5]([CH2:7][O:8][C:9]2[N:14]=[C:13]([N:15]3[CH2:20][CH2:19][CH:18]([C:21]4[C:29]5[C:24](=[N:25][CH:26]=[CH:27][CH:28]=5)[NH:23][CH:22]=4)[CH2:17][CH2:16]3)[N:12]=[C:11]([C:48]([NH:36][C@H:37]([CH3:40])[CH2:38][OH:39])=[O:49])[N:10]=2)[CH2:4][CH2:3]1. (5) Given the reactants I[C:2]1[CH:7]=[CH:6][N:5]=[CH:4][C:3]=1[N:8]([CH3:25])[C:9](=[O:24])[C:10]1[CH:15]=[C:14]([C:16]([F:19])([F:18])[F:17])[CH:13]=[C:12]([C:20]([F:23])([F:22])[F:21])[CH:11]=1.[C:26]([C:28]1[CH:33]=[CH:32][CH:31]=[CH:30][C:29]=1B(O)O)#[N:27], predict the reaction product. The product is: [C:26]([C:28]1[CH:33]=[CH:32][CH:31]=[CH:30][C:29]=1[C:2]1[CH:7]=[CH:6][N:5]=[CH:4][C:3]=1[N:8]([CH3:25])[C:9](=[O:24])[C:10]1[CH:15]=[C:14]([C:16]([F:19])([F:18])[F:17])[CH:13]=[C:12]([C:20]([F:23])([F:22])[F:21])[CH:11]=1)#[N:27].